Dataset: Full USPTO retrosynthesis dataset with 1.9M reactions from patents (1976-2016). Task: Predict the reactants needed to synthesize the given product. (1) Given the product [F:20][C:12]1[CH:13]=[CH:14][C:15]([N+:17]([O-:19])=[O:18])=[CH:16][C:11]=1[C@:6]12[CH2:8][O:9][CH2:10][C@H:5]1[C:4](=[O:21])[N:3]([CH3:22])[C:2]([NH:1][C:23](=[O:24])[O:25][C:26]([CH3:29])([CH3:28])[CH3:27])=[N:7]2, predict the reactants needed to synthesize it. The reactants are: [NH2:1][C:2]1[N:3]([CH3:22])[C:4](=[O:21])[C@@H:5]2[CH2:10][O:9][CH2:8][C@:6]2([C:11]2[CH:16]=[C:15]([N+:17]([O-:19])=[O:18])[CH:14]=[CH:13][C:12]=2[F:20])[N:7]=1.[C:23](O[C:23]([O:25][C:26]([CH3:29])([CH3:28])[CH3:27])=[O:24])([O:25][C:26]([CH3:29])([CH3:28])[CH3:27])=[O:24].C(N(CC)CC)C. (2) Given the product [O:1]1[C:5]2[CH:6]=[CH:7][CH:8]=[CH:9][C:4]=2[N:3]=[C:2]1[NH:10][C:11]1[CH:16]=[CH:15][C:14]([CH2:17][C:18]([OH:20])=[O:19])=[CH:13][C:12]=1[Cl:23], predict the reactants needed to synthesize it. The reactants are: [O:1]1[C:5]2[CH:6]=[CH:7][CH:8]=[CH:9][C:4]=2[N:3]=[C:2]1[NH:10][C:11]1[CH:16]=[CH:15][C:14]([CH2:17][C:18]([O:20]CC)=[O:19])=[CH:13][C:12]=1[Cl:23].[OH-].[Na+]. (3) Given the product [F:14][C:15]([F:22])([F:21])[C:16]([C:2]1[CH:7]=[CH:6][N:5]=[CH:4][CH:3]=1)=[CH2:17], predict the reactants needed to synthesize it. The reactants are: I[C:2]1[CH:7]=[CH:6][N:5]=[CH:4][CH:3]=1.C(=O)([O-])[O-].[K+].[K+].[F:14][C:15]([F:22])([F:21])[C:16](B(O)O)=[CH2:17].[Cl-].[NH4+]. (4) Given the product [F:1][C:2]1[CH:10]=[C:9]2[C:5]([C:6]([CH2:11][CH2:12][NH:13][C:21](=[O:23])[CH3:22])=[CH:7][NH:8]2)=[CH:4][CH:3]=1, predict the reactants needed to synthesize it. The reactants are: [F:1][C:2]1[CH:10]=[C:9]2[C:5]([C:6]([CH2:11][CH2:12][NH2:13])=[CH:7][NH:8]2)=[CH:4][CH:3]=1.CCN(CC)CC.[C:21](OC(=O)C)(=[O:23])[CH3:22]. (5) Given the product [CH2:1]([C@H:8]1[CH2:12][O:11][C:10](=[O:13])[N:9]1[C:14](=[O:36])[C@@H:15]([O:33][CH2:34][CH3:35])[CH2:16][C:18]1[CH:23]=[CH:22][C:21]([O:24][CH2:25][C:26]2[CH:31]=[CH:30][CH:29]=[CH:28][CH:27]=2)=[CH:20][C:19]=1[CH3:32])[C:2]1[CH:7]=[CH:6][CH:5]=[CH:4][CH:3]=1, predict the reactants needed to synthesize it. The reactants are: [CH2:1]([C@H:8]1[CH2:12][O:11][C:10](=[O:13])[N:9]1[C:14](=[O:36])[C@@H:15]([O:33][CH2:34][CH3:35])[C@@H:16]([C:18]1[CH:23]=[CH:22][C:21]([O:24][CH2:25][C:26]2[CH:31]=[CH:30][CH:29]=[CH:28][CH:27]=2)=[CH:20][C:19]=1[CH3:32])O)[C:2]1[CH:7]=[CH:6][CH:5]=[CH:4][CH:3]=1.C([SiH](CC)CC)C.